This data is from Forward reaction prediction with 1.9M reactions from USPTO patents (1976-2016). The task is: Predict the product of the given reaction. (1) Given the reactants [CH:1]1([CH2:7][O:8][C:9]2[C:10]3[N:11]([C:15]([C:19]([OH:21])=O)=[C:16]([CH3:18])[N:17]=3)[CH:12]=[CH:13][CH:14]=2)[CH2:6][CH2:5][CH2:4][CH2:3][CH2:2]1.Cl.C[O:24][C:25](=[O:34])[C@H:26]([C:28]1[CH:33]=[CH:32][CH:31]=[CH:30][CH:29]=1)[NH2:27].ON1C2C=CC=CC=2N=N1.C(N(C(C)C)CC)(C)C.N=C=N.C([NH+](CC)CC)C.C(=O)([O-])[O-].[N-]=C=O, predict the reaction product. The product is: [CH:1]1([CH2:7][O:8][C:9]2[C:10]3[N:11]([C:15]([C:19]([NH:27][C@@H:26]([C:28]4[CH:33]=[CH:32][CH:31]=[CH:30][CH:29]=4)[C:25]([OH:34])=[O:24])=[O:21])=[C:16]([CH3:18])[N:17]=3)[CH:12]=[CH:13][CH:14]=2)[CH2:2][CH2:3][CH2:4][CH2:5][CH2:6]1. (2) Given the reactants C(OP(O[CH2:10][C:11]1[O:15][N:14]=[C:13]([C:16]([O:18][CH2:19][CH3:20])=[O:17])[CH:12]=1)(OCC)=O)C.[F:21][C:22]1[CH:23]=[C:24](B(O)O)[CH:25]=[C:26]([F:28])[CH:27]=1.C(=O)([O-])[O-].[K+].[K+].C1(P(C2C=CC=CC=2)C2C=CC=CC=2)C=CC=CC=1, predict the reaction product. The product is: [F:21][C:22]1[CH:23]=[C:24]([CH:25]=[C:26]([F:28])[CH:27]=1)[CH2:10][C:11]1[O:15][N:14]=[C:13]([C:16]([O:18][CH2:19][CH3:20])=[O:17])[CH:12]=1. (3) Given the reactants [CH2:1]([C@@H:8]([CH2:13][N:14]1[CH2:19][CH2:18][C@:17]([C:21]2[CH:26]=[CH:25][CH:24]=[C:23]([C:27](=[O:29])[NH2:28])[CH:22]=2)([CH3:20])[C@@H:16]([CH3:30])[CH2:15]1)[C:9]([O:11]C)=[O:10])[C:2]1[CH:7]=[CH:6][CH:5]=[CH:4][CH:3]=1.O1CCCC1.CO.O.[OH-].[Li+:40].O, predict the reaction product. The product is: [CH2:1]([C@@H:8]([CH2:13][N:14]1[CH2:19][CH2:18][C@:17]([C:21]2[CH:26]=[CH:25][CH:24]=[C:23]([C:27](=[O:29])[NH2:28])[CH:22]=2)([CH3:20])[C@@H:16]([CH3:30])[CH2:15]1)[C:9]([O-:11])=[O:10])[C:2]1[CH:3]=[CH:4][CH:5]=[CH:6][CH:7]=1.[Li+:40]. (4) Given the reactants ClC1C=C(Cl)C=CC=1C1C(C2NC=CN=2)=CN=C(CCN)N=1.Cl[C:24]1[N:29]=[C:28]([N:30]([CH3:32])[CH3:31])[C:27]([N+:33]([O-:35])=[O:34])=[CH:26][CH:25]=1.[Cl:36][C:37]1[CH:42]=[C:41]([Cl:43])[CH:40]=[CH:39][C:38]=1[C:44]1[C:49]([C:50]2[NH:51][CH:52]=[CH:53][N:54]=2)=[CH:48][N:47]=[C:46]([NH:55][CH2:56][CH2:57][NH:58]C2C=CC([N+]([O-])=O)=C(OC)N=2)[N:45]=1, predict the reaction product. The product is: [Cl:36][C:37]1[CH:42]=[C:41]([Cl:43])[CH:40]=[CH:39][C:38]=1[C:44]1[C:49]([C:50]2[NH:54][CH:53]=[CH:52][N:51]=2)=[CH:48][N:47]=[C:46]([NH:55][CH2:56][CH2:57][NH:58][C:24]2[N:29]=[C:28]([N:30]([CH3:32])[CH3:31])[C:27]([N+:33]([O-:35])=[O:34])=[CH:26][CH:25]=2)[N:45]=1.